This data is from Forward reaction prediction with 1.9M reactions from USPTO patents (1976-2016). The task is: Predict the product of the given reaction. (1) Given the reactants [Br:1][C:2]1([CH3:11])[CH:7]=[CH:6][CH:5]=[CH:4][CH:3]1[N+:8]([O-:10])=[O:9].ClC[C:14]([O:16]CC)=[O:15].CC([O-])(C)C.[K+].[OH-].[Na+], predict the reaction product. The product is: [Br:1][C:2]1([CH2:11][C:14]([OH:16])=[O:15])[CH:7]=[CH:6][CH:5]=[CH:4][CH:3]1[N+:8]([O-:10])=[O:9]. (2) Given the reactants [Cl:1][C:2]1[CH:3]=[C:4]2[C:8](=[CH:9][CH:10]=1)[NH:7][CH:6]=[CH:5]2.[H-].[Na+].[C:13]1([S:19](Cl)(=[O:21])=[O:20])[CH:18]=[CH:17][CH:16]=[CH:15][CH:14]=1.C([O-])(O)=O.[Na+], predict the reaction product. The product is: [C:13]1([S:19]([N:7]2[C:8]3[C:4](=[CH:3][C:2]([Cl:1])=[CH:10][CH:9]=3)[CH:5]=[CH:6]2)(=[O:21])=[O:20])[CH:18]=[CH:17][CH:16]=[CH:15][CH:14]=1. (3) Given the reactants O=S(Cl)Cl.[Cl:5][CH2:6][CH2:7][CH2:8][C:9]([OH:11])=[O:10].[CH3:12][CH2:13]O, predict the reaction product. The product is: [CH2:12]([O:10][C:9](=[O:11])[CH2:8][CH2:7][CH2:6][Cl:5])[CH3:13].